Dataset: Full USPTO retrosynthesis dataset with 1.9M reactions from patents (1976-2016). Task: Predict the reactants needed to synthesize the given product. (1) Given the product [C:14]([C:2]1[CH:7]=[C:6]([CH3:8])[CH:5]=[CH:4][C:3]=1[OH:9])#[CH:15], predict the reactants needed to synthesize it. The reactants are: Br[C:2]1[CH:7]=[C:6]([CH3:8])[CH:5]=[CH:4][C:3]=1[OH:9].C[Si]([C:14]#[CH:15])(C)C.[F-].[K+].C(Cl)Cl. (2) Given the product [CH3:1][O:2][C:3](=[O:19])[C:4]1[CH:9]=[C:8]([NH:10][C:11](=[O:13])[CH3:12])[CH:7]=[C:6]([NH:14][C:15](=[O:17])[CH3:16])[C:5]=1[C:25]#[C:26][C:27]1[CH:32]=[CH:31][CH:30]=[CH:29][CH:28]=1, predict the reactants needed to synthesize it. The reactants are: [CH3:1][O:2][C:3](=[O:19])[C:4]1[CH:9]=[C:8]([NH:10][C:11](=[O:13])[CH3:12])[CH:7]=[C:6]([NH:14][C:15](=[O:17])[CH3:16])[C:5]=1Br.C([Sn](CCCC)(CCCC)[C:25]#[C:26][C:27]1[CH:32]=[CH:31][CH:30]=[CH:29][CH:28]=1)CCC. (3) Given the product [NH2:10][C:7]1[S:8][C:9]2[C:2]([CH3:1])([CH3:19])[O:3][C:4](=[O:18])[C:5]=2[N:6]=1, predict the reactants needed to synthesize it. The reactants are: [CH3:1][C:2]1([CH3:19])[C:9]2[S:8][C:7]([NH:10]C(=O)OC(C)(C)C)=[N:6][C:5]=2[C:4](=[O:18])[O:3]1.FC(F)(F)C(O)=O. (4) Given the product [CH3:23][O:22][C:17]1[CH:16]=[C:11]([CH:10]=[C:9]([O:8][CH3:7])[C:18]=1[CH2:19][CH2:20][CH3:21])[CH2:12][OH:13], predict the reactants needed to synthesize it. The reactants are: [H-].[H-].[H-].[H-].[Li+].[Al+3].[CH3:7][O:8][C:9]1[CH:10]=[C:11]([CH:16]=[C:17]([O:22][CH3:23])[C:18]=1[CH2:19][CH2:20][CH3:21])[C:12](OC)=[O:13]. (5) Given the product [CH2:1]([O:3][C:4]1[CH:5]=[CH:6][C:7]([O:10][C:11]2[CH:12]=[C:13]([CH:14]=[CH:15][CH:16]=2)[CH:17]=[C:18]2[CH2:23][CH2:22][N:21]([C:31]([NH:30][C:26]3[N:25]=[N:24][CH:29]=[CH:28][CH:27]=3)=[O:32])[CH2:20][CH2:19]2)=[N:8][CH:9]=1)[CH3:2], predict the reactants needed to synthesize it. The reactants are: [CH2:1]([O:3][C:4]1[CH:5]=[CH:6][C:7]([O:10][C:11]2[CH:16]=[CH:15][CH:14]=[C:13]([CH:17]=[C:18]3[CH2:23][CH2:22][NH:21][CH2:20][CH2:19]3)[CH:12]=2)=[N:8][CH:9]=1)[CH3:2].[N:24]1[CH:29]=[CH:28][CH:27]=[C:26]([NH:30][C:31](=O)[O:32]C2C=CC=CC=2)[N:25]=1.C(N(CC)CC)C.